This data is from Forward reaction prediction with 1.9M reactions from USPTO patents (1976-2016). The task is: Predict the product of the given reaction. (1) Given the reactants [C:1]1([C:7]2[O:8][C:9]([C:15]([F:18])([F:17])[F:16])=[C:10]([C:12]([OH:14])=O)[N:11]=2)[CH:6]=[CH:5][CH:4]=[CH:3][CH:2]=1.[NH2:19][C:20]1[CH:21]=[N:22][C:23]([N:26]2[CH2:30][CH2:29][CH:28]([OH:31])[CH2:27]2)=[N:24][CH:25]=1, predict the reaction product. The product is: [OH:31][CH:28]1[CH2:29][CH2:30][N:26]([C:23]2[N:24]=[CH:25][C:20]([NH:19][C:12]([C:10]3[N:11]=[C:7]([C:1]4[CH:2]=[CH:3][CH:4]=[CH:5][CH:6]=4)[O:8][C:9]=3[C:15]([F:18])([F:17])[F:16])=[O:14])=[CH:21][N:22]=2)[CH2:27]1. (2) Given the reactants [OH:1][C:2]1[CH:9]=[CH:8][C:5]([CH:6]=O)=[CH:4][CH:3]=1.[S:10]1[CH:14]=[CH:13][CH:12]=[C:11]1[CH2:15][NH2:16].[BH4-].[Na+].[ClH:19], predict the reaction product. The product is: [ClH:19].[S:10]1[CH:14]=[CH:13][CH:12]=[C:11]1[CH2:15][NH:16][CH2:6][C:5]1[CH:8]=[CH:9][C:2]([OH:1])=[CH:3][CH:4]=1. (3) The product is: [CH2:12]([O:19][C:20](=[O:21])[N:8]([C:5]1[CH:4]=[CH:3][C:2]([Br:1])=[CH:7][CH:6]=1)[CH2:9][CH2:10][OH:11])[C:13]1[CH:18]=[CH:17][CH:16]=[CH:15][CH:14]=1. Given the reactants [Br:1][C:2]1[CH:7]=[CH:6][C:5]([NH:8][CH2:9][CH2:10][OH:11])=[CH:4][CH:3]=1.[CH2:12]([O:19][C:20](Cl)=[O:21])[C:13]1[CH:18]=[CH:17][CH:16]=[CH:15][CH:14]=1.[OH-].[Na+], predict the reaction product. (4) The product is: [NH2:1][C:2]1[N:3]=[CH:4][C:5]([C:8]2[CH:13]=[CH:12][C:11]([C:14]3[C:15]([C:20]([NH:24][C@H:25]([CH3:28])[CH2:26][OH:27])=[O:22])=[CH:16][CH:17]=[CH:18][CH:19]=3)=[CH:10][C:9]=2[F:23])=[N:6][CH:7]=1. Given the reactants [NH2:1][C:2]1[CH:7]=[N:6][C:5]([C:8]2[CH:13]=[CH:12][C:11]([C:14]3[C:15]([C:20]([OH:22])=O)=[CH:16][CH:17]=[CH:18][CH:19]=3)=[CH:10][C:9]=2[F:23])=[CH:4][N:3]=1.[NH2:24][C@H:25]([CH3:28])[CH2:26][OH:27], predict the reaction product. (5) Given the reactants [OH:1][C:2]1[CH:15]=[CH:14][C:13]([CH3:16])=[CH:12][C:3]=1[C:4]([C:6]1[CH:11]=[CH:10][CH:9]=[CH:8][CH:7]=1)=[O:5].CI.[CH3:19]C(C)=O, predict the reaction product. The product is: [CH3:19][O:1][C:2]1[CH:15]=[CH:14][C:13]([CH3:16])=[CH:12][C:3]=1[C:4]([C:6]1[CH:11]=[CH:10][CH:9]=[CH:8][CH:7]=1)=[O:5].